This data is from Forward reaction prediction with 1.9M reactions from USPTO patents (1976-2016). The task is: Predict the product of the given reaction. (1) Given the reactants COC1C=CC(C2OC3C=C(O)C(OC)=C(O)C=3C(=O)C=2OC)=CC=1.[H-].[Na+].P([CH2:32][C:33]([O:35][CH2:36][CH3:37])=[O:34])(O)(O)=O.[C:38]([O:41][C:42]1[CH:47]=[CH:46][C:45]([CH:48]=O)=[CH:44][C:43]=1[Br:50])(=[O:40])[CH3:39], predict the reaction product. The product is: [C:38]([O:41][C:42]1[CH:47]=[CH:46][C:45](/[CH:48]=[CH:32]/[C:33]([O:35][CH2:36][CH3:37])=[O:34])=[CH:44][C:43]=1[Br:50])(=[O:40])[CH3:39]. (2) Given the reactants [CH3:1][C:2]1[N:7]=[CH:6][C:5]([OH:8])=[CH:4][CH:3]=1.[OH-].[K+].[CH3:11]I.O, predict the reaction product. The product is: [CH3:11][O:8][C:5]1[CH:4]=[CH:3][C:2]([CH3:1])=[N:7][CH:6]=1.